This data is from Full USPTO retrosynthesis dataset with 1.9M reactions from patents (1976-2016). The task is: Predict the reactants needed to synthesize the given product. (1) Given the product [C:37]([NH:40][CH2:41][CH2:42][NH:43][C:23](=[O:24])[CH:22]([N:8]1[CH2:9][CH2:10][CH2:11][C:12]2[CH:17]=[C:16]([O:18][CH3:19])[C:15]([O:20][CH3:21])=[CH:14][C:13]=2[CH:7]1[CH2:6][C:5]1[CH:32]=[CH:33][C:34]([O:35][CH3:36])=[C:3]([O:2][CH3:1])[CH:4]=1)[C:26]1[CH:31]=[CH:30][CH:29]=[CH:28][CH:27]=1)(=[O:39])[CH3:38], predict the reactants needed to synthesize it. The reactants are: [CH3:1][O:2][C:3]1[CH:4]=[C:5]([CH:32]=[CH:33][C:34]=1[O:35][CH3:36])[CH2:6][CH:7]1[C:13]2[CH:14]=[C:15]([O:20][CH3:21])[C:16]([O:18][CH3:19])=[CH:17][C:12]=2[CH2:11][CH2:10][CH2:9][N:8]1[CH:22]([C:26]1[CH:31]=[CH:30][CH:29]=[CH:28][CH:27]=1)[C:23](O)=[O:24].[C:37]([NH:40][CH2:41][CH2:42][NH2:43])(=[O:39])[CH3:38]. (2) Given the product [C:28]([O:32][C:33]([N:35]([C:36]1[C:45]2[C:44](=[CH:43][C:42]([NH:46][CH:47]3[C:48](=[O:50])[N:69]([CH3:70])[CH2:68][C:66]4[CH:67]=[C:62]([CH:63]=[C:64]([F:77])[C:65]=4[O:71][C@H:72]4[CH2:76][CH2:75][O:74][CH2:73]4)[NH:61][C:60](=[O:78])[O:59][CH2:58][C@H:57]([CH3:79])[C:54]4[C:53]([CH3:11])=[CH:52][C:51]3=[CH:56][CH:55]=4)=[CH:41][CH:40]=2)[CH:39]=[CH:38][N:37]=1)[C:81](=[O:82])[O:83][C:84]([CH3:85])([CH3:87])[CH3:86])=[O:34])([CH3:31])([CH3:29])[CH3:30], predict the reactants needed to synthesize it. The reactants are: F[P-](F)(F)(F)(F)F.N1(O[P+](N(C)C)(N(C)C)N(C)C)C2C=CC=C[C:11]=2N=N1.[C:28]([O:32][C:33]([N:35]([C:81]([O:83][C:84]([CH3:87])([CH3:86])[CH3:85])=[O:82])[C:36]1[C:45]2[C:40](=[CH:41][C:42]([NH:46][CH:47]([C:51]3[CH:56]=[CH:55][C:54]([C@@H:57]([CH3:79])[CH2:58][O:59][C:60](=[O:78])[NH:61][C:62]4[CH:67]=[C:66]([CH2:68][NH:69][CH3:70])[C:65]([O:71][C@H:72]5[CH2:76][CH2:75][O:74][CH2:73]5)=[C:64]([F:77])[CH:63]=4)=[C:53](C)[CH:52]=3)[C:48]([OH:50])=O)=[CH:43][CH:44]=2)[CH:39]=[CH:38][N:37]=1)=[O:34])([CH3:31])([CH3:30])[CH3:29]. (3) Given the product [N:1]1([C:31]([Cl:25])=[O:30])[CH2:7][CH2:6][CH2:5][CH2:4][CH2:3][CH2:2]1, predict the reactants needed to synthesize it. The reactants are: [NH:1]1[CH2:7][CH2:6][CH2:5][CH2:4][CH2:3][CH2:2]1.CCN(C(C)C)C(C)C.N1C=CC=CC=1.S(Cl)([Cl:25])=O.C([O:30][CH2:31]C)(=O)C. (4) Given the product [CH3:8][N:9]([CH:10]1[CH2:11][CH2:12][N:13]([C:16]2[CH:17]=[CH:18][N:19]=[CH:20][CH:21]=2)[CH2:14][CH2:15]1)[S:4]([CH:3]=[CH2:2])(=[O:6])=[O:5], predict the reactants needed to synthesize it. The reactants are: Cl[CH2:2][CH2:3][S:4](Cl)(=[O:6])=[O:5].[CH3:8][NH:9][CH:10]1[CH2:15][CH2:14][N:13]([C:16]2[CH:21]=[CH:20][N:19]=[CH:18][CH:17]=2)[CH2:12][CH2:11]1.C(N(CC)CC)C. (5) Given the product [CH2:1]([C:3]1([S:6]([NH2:9])(=[O:8])=[O:7])[CH2:5][CH2:4]1)[CH3:2], predict the reactants needed to synthesize it. The reactants are: [CH2:1]([C:3]1([S:6]([NH:9]C(=O)OC(C)(C)C)(=[O:8])=[O:7])[CH2:5][CH2:4]1)[CH3:2].Cl. (6) The reactants are: N1C=CN=C1.Cl[C:7]1[CH:15]=[CH:14][C:10]([CH2:11][CH2:12][NH2:13])=[CH:9][CH:8]=1.C1N=CN([C:21]([N:23]2C=N[CH:25]=[CH:24]2)=[S:22])C=1.C(N)C[C:30]1[CH:35]=[CH:34][CH:33]=[CH:32][CH:31]=1. Given the product [C:10]1([CH2:11][CH2:12][NH:13][C:21]([NH:23][CH2:24][CH2:25][C:30]2[CH:35]=[CH:34][CH:33]=[CH:32][CH:31]=2)=[S:22])[CH:14]=[CH:15][CH:7]=[CH:8][CH:9]=1, predict the reactants needed to synthesize it. (7) Given the product [CH3:15][C:11]1[CH:12]=[C:13]([CH3:14])[N:9]([C:6]2[CH:7]=[CH:8][C:3]([OH:2])=[CH:4][CH:5]=2)[N:10]=1, predict the reactants needed to synthesize it. The reactants are: C[O:2][C:3]1[CH:8]=[CH:7][C:6]([N:9]2[C:13]([CH3:14])=[CH:12][C:11]([CH3:15])=[N:10]2)=[CH:5][CH:4]=1.Br.